Dataset: Full USPTO retrosynthesis dataset with 1.9M reactions from patents (1976-2016). Task: Predict the reactants needed to synthesize the given product. (1) Given the product [Cl:6][C:7]1[N:8]=[C:9]([CH2:21][O:22][Si:24]([C:27]([CH3:30])([CH3:29])[CH3:28])([CH3:26])[CH3:25])[N:10]([CH2:13][O:14][CH2:15][CH2:16][Si:17]([CH3:18])([CH3:19])[CH3:20])[C:11]=1[Cl:12], predict the reactants needed to synthesize it. The reactants are: N1C=CN=C1.[Cl:6][C:7]1[N:8]=[C:9]([CH2:21][OH:22])[N:10]([CH2:13][O:14][CH2:15][CH2:16][Si:17]([CH3:20])([CH3:19])[CH3:18])[C:11]=1[Cl:12].Cl[Si:24]([C:27]([CH3:30])([CH3:29])[CH3:28])([CH3:26])[CH3:25].[NH4+].[Cl-]. (2) Given the product [ClH:48].[CH2:19]([C:16]1[CH:15]=[CH:14][C:13]([C:12]([NH:11][NH:10][C:9](=[NH:8])[NH2:32])=[O:31])=[CH:18][CH:17]=1)[CH2:20][CH2:21][CH2:22][CH2:23][CH2:24][CH2:25][CH2:26][CH2:27][CH2:28][CH2:29][CH3:30], predict the reactants needed to synthesize it. The reactants are: C(OC([N:8]=[C:9]([NH:32]C(=O)OC(C)(C)C)[NH:10][NH:11][C:12](=[O:31])[C:13]1[CH:18]=[CH:17][C:16]([CH2:19][CH2:20][CH2:21][CH2:22][CH2:23][CH2:24][CH2:25][CH2:26][CH2:27][CH2:28][CH2:29][CH3:30])=[CH:15][CH:14]=1)=O)(C)(C)C.C(O)(C(F)(F)F)=O.C(Cl)[Cl:48]. (3) Given the product [Br:1][C:2]1[C:3]([O:14][CH3:15])=[C:4]2[C:5]([C:10](=[O:16])[C:9](=[O:13])[NH:8]2)=[CH:6][CH:7]=1, predict the reactants needed to synthesize it. The reactants are: [Br:1][C:2]1[C:3]([O:14][CH3:15])=[C:4]([NH:8][C:9](=[O:13])[CH:10]=NO)[CH:5]=[CH:6][CH:7]=1.[OH:16]S(O)(=O)=O. (4) Given the product [CH:1]12[CH2:7][CH:4]([CH:3]=[CH:2]1)[CH2:5][CH2:6]2.[CH2:8]([CH2:11][C:12]([O-:14])=[O:13])[CH:9]=[CH2:10].[CH2:15]([CH:19]1[CH2:24][CH:23]2[CH2:25][CH:20]1[CH:21]=[CH:22]2)[CH2:16][CH2:17][CH3:18], predict the reactants needed to synthesize it. The reactants are: [CH:1]12[CH2:7][CH:4]([CH:5]=[CH:6]1)[CH2:3][CH2:2]2.[CH2:8]([CH2:11][C:12]([O-:14])=[O:13])[CH:9]=[CH2:10].[CH2:15]([CH:19]1[CH2:24][CH:23]2[CH2:25][CH:20]1[CH:21]=[CH:22]2)[CH2:16][CH2:17][CH3:18].C1(C)C=CC=CC=1.C(O)C. (5) Given the product [CH2:26]([O:25][C:23](=[O:24])[CH2:22][C:20]1[N:21]=[C:17]([NH:16][C:7](=[O:9])[C:6]2[CH:10]=[C:11]([O:13][CH2:14][CH3:15])[CH:12]=[C:4]([O:3][CH2:1][CH3:2])[CH:5]=2)[S:18][CH:19]=1)[CH3:27], predict the reactants needed to synthesize it. The reactants are: [CH2:1]([O:3][C:4]1[CH:5]=[C:6]([CH:10]=[C:11]([O:13][CH2:14][CH3:15])[CH:12]=1)[C:7]([OH:9])=O)[CH3:2].[NH2:16][C:17]1[S:18][CH:19]=[C:20]([CH2:22][C:23]([O:25][CH2:26][CH3:27])=[O:24])[N:21]=1. (6) Given the product [OH:59][CH2:58][C:57]([NH:56][C:18]([C:16]1[C:15]2[CH:14]3[CH2:21][CH:11]([CH2:12][CH2:13]3)[C:10]=2[N:9]([C:3]2[CH:4]=[CH:5][C:6]([F:8])=[CH:7][C:2]=2[F:1])[N:17]=1)=[O:20])([CH3:61])[CH3:60], predict the reactants needed to synthesize it. The reactants are: [F:1][C:2]1[CH:7]=[C:6]([F:8])[CH:5]=[CH:4][C:3]=1[N:9]1[N:17]=[C:16]([C:18]([OH:20])=O)[C:15]2[CH:14]3[CH2:21][CH:11]([CH2:12][CH2:13]3)[C:10]1=2.CCN(CC)CC.CN([P+](ON1N=NC2C=CC=CC1=2)(N(C)C)N(C)C)C.F[P-](F)(F)(F)(F)F.[NH2:56][C:57]([CH3:61])([CH3:60])[CH2:58][OH:59]. (7) Given the product [NH2:19]/[C:16](/[CH3:17])=[C:3](/[CH2:1][CH3:2])\[C:4]([NH:6][CH2:7][CH2:8][C:9]1[CH:14]=[CH:13][CH:12]=[C:11]([F:15])[CH:10]=1)=[O:5], predict the reactants needed to synthesize it. The reactants are: [CH2:1]([CH:3]([C:16](=O)[CH3:17])[C:4]([NH:6][CH2:7][CH2:8][C:9]1[CH:14]=[CH:13][CH:12]=[C:11]([F:15])[CH:10]=1)=[O:5])[CH3:2].[NH3:19].[Al+3].[Cl-].[Cl-].[Cl-]. (8) Given the product [O:42]=[C:33]1[C:34]2[C:35](=[CH:38][CH:39]=[CH:40][CH:41]=2)[C:36](=[O:37])[N:32]1[O:1][CH2:2][C:3]1[CH:11]=[CH:10][C:6]([C:7]([NH2:9])=[O:8])=[CH:5][N:4]=1, predict the reactants needed to synthesize it. The reactants are: [OH:1][CH2:2][C:3]1[CH:11]=[CH:10][C:6]([C:7]([NH2:9])=[O:8])=[CH:5][N:4]=1.C1(P(C2C=CC=CC=2)C2C=CC=CC=2)C=CC=CC=1.O[N:32]1[C:36](=[O:37])[C:35]2=[CH:38][CH:39]=[CH:40][CH:41]=[C:34]2[C:33]1=[O:42].N(C(OC(C)C)=O)=NC(OC(C)C)=O. (9) The reactants are: [CH2:1]1[CH2:15][O:14][C:3]([C:8]2[CH:13]=[CH:12][CH:11]=[CH:10][CH:9]=2)([CH2:4][CH2:5][CH2:6][NH2:7])[O:2]1.[CH:16]([C:18]1[CH:19]=[C:20]([CH:32]=[CH:33][CH:34]=1)[O:21][CH:22]([CH2:30][CH3:31])[C:23]([O:25][C:26]([CH3:29])([CH3:28])[CH3:27])=[O:24])=O.C(O[BH-](OC(=O)C)OC(=O)C)(=O)C.[Na+].C(=O)([O-])O.[Na+]. Given the product [CH2:15]1[CH2:1][O:2][C:3]([C:8]2[CH:9]=[CH:10][CH:11]=[CH:12][CH:13]=2)([CH2:4][CH2:5][CH2:6][NH:7][CH2:16][C:18]2[CH:19]=[C:20]([CH:32]=[CH:33][CH:34]=2)[O:21][CH:22]([CH2:30][CH3:31])[C:23]([O:25][C:26]([CH3:27])([CH3:28])[CH3:29])=[O:24])[O:14]1, predict the reactants needed to synthesize it. (10) The reactants are: C([C:5]1[CH:6]=[CH:7][C:8](O)=[C:9]([C:11]2(C3C=CC=CC=3)[C:19]3[C:14](=[CH:15][CH:16]=[CH:17][CH:18]=3)[NH:13][C:12]2=[O:20])[CH:10]=1)(C)(C)C.C1([Mg]Br)C=CC=CC=1.N1C2C(=CC=CC=2)C(=O)C1=[O:38]. Given the product [OH:38][C:11]1([C:9]2[CH:8]=[CH:7][CH:6]=[CH:5][CH:10]=2)[C:19]2[C:14](=[CH:15][CH:16]=[CH:17][CH:18]=2)[NH:13][C:12]1=[O:20], predict the reactants needed to synthesize it.